Dataset: Reaction yield outcomes from USPTO patents with 853,638 reactions. Task: Predict the reaction yield, written as a fraction of the theoretical maximum amount of product (1.0 means a 100% yield; for example, 0.34 means a 34% yield). The reactants are C[O:2][C:3]([C:5]1[CH:6]=[C:7]([C:17]2[CH:22]=[CH:21][C:20]([CH3:23])=[CH:19][CH:18]=2)[CH:8]=[C:9]([N:11]2[C:15]([CH3:16])=[N:14][N:13]=[N:12]2)[CH:10]=1)=[O:4].O[Li].O. The catalyst is C1COCC1.O. The product is [CH3:23][C:20]1[CH:21]=[CH:22][C:17]([C:7]2[CH:8]=[C:9]([N:11]3[C:15]([CH3:16])=[N:14][N:13]=[N:12]3)[CH:10]=[C:5]([C:3]([OH:4])=[O:2])[CH:6]=2)=[CH:18][CH:19]=1. The yield is 0.950.